This data is from Reaction yield outcomes from USPTO patents with 853,638 reactions. The task is: Predict the reaction yield, written as a fraction of the theoretical maximum amount of product (1.0 means a 100% yield; for example, 0.34 means a 34% yield). The reactants are [CH:1](O)=O.Cl.[Cl:5][CH2:6][CH2:7][NH:8][CH2:9][CH2:10][Cl:11]. The catalyst is C=O. The product is [ClH:5].[Cl:5][CH2:6][CH2:7][N:8]([CH3:1])[CH2:9][CH2:10][Cl:11]. The yield is 1.00.